This data is from Full USPTO retrosynthesis dataset with 1.9M reactions from patents (1976-2016). The task is: Predict the reactants needed to synthesize the given product. (1) Given the product [CH2:1]([C:4]1[CH:5]=[C:6]([CH2:12][C:13]2[S:26][C:18]3[C:19]([F:25])=[CH:20][C:21]([F:24])=[C:22]([F:23])[C:17]=3[N:14]=2)[CH:7]=[N:8][C:9]=1[CH2:10][CH3:11])[CH:2]=[CH2:3], predict the reactants needed to synthesize it. The reactants are: [CH2:1]([C:4]1[CH:5]=[C:6]([CH2:12][C:13]#[N:14])[CH:7]=[N:8][C:9]=1[CH2:10][CH3:11])[CH:2]=[CH2:3].Cl.N[C:17]1[C:22]([F:23])=[C:21]([F:24])[CH:20]=[C:19]([F:25])[C:18]=1[SH:26].C(O)(=O)C.C(=O)(O)[O-].[Na+]. (2) Given the product [Br:1][C:2]1[CH:3]=[CH:4][C:5]([Cl:13])=[C:6]([CH:12]=1)[CH2:7][N:8]([CH:9]1[CH2:10][CH2:11]1)[C:24](=[O:25])[O:26][C:27]([CH3:30])([CH3:29])[CH3:28], predict the reactants needed to synthesize it. The reactants are: [Br:1][C:2]1[CH:3]=[CH:4][C:5]([Cl:13])=[C:6]([CH:12]=1)[CH2:7][NH:8][CH:9]1[CH2:11][CH2:10]1.C[Si](C)(C)[N-][Si](C)(C)C.[K+].[C:24](O[C:24]([O:26][C:27]([CH3:30])([CH3:29])[CH3:28])=[O:25])([O:26][C:27]([CH3:30])([CH3:29])[CH3:28])=[O:25]. (3) Given the product [Cl:9][C:4]1[CH:5]=[C:6]([Cl:8])[N:7]=[C:2]([N:17]2[CH2:18][CH2:19][CH2:20][CH:16]2[CH3:15])[N:3]=1, predict the reactants needed to synthesize it. The reactants are: Cl[C:2]1[N:7]=[C:6]([Cl:8])[CH:5]=[C:4]([Cl:9])[N:3]=1.C([O-])(O)=O.[Na+].[CH3:15][CH:16]1[CH2:20][CH2:19][CH2:18][NH:17]1. (4) Given the product [CH3:50][C:47]1[CH:48]=[CH:49][C:44]([S:41]([N:32]2[C@H:31]([CH2:30][CH:10]([C:9]([N:6]3[CH2:5][CH2:4][O:3][CH2:8][CH2:7]3)=[O:18])[C:11]([O:13][C:14]([CH3:15])([CH3:17])[CH3:16])=[O:12])[CH2:40][C:39]3[C:34](=[CH:35][CH:36]=[CH:37][CH:38]=3)[CH2:33]2)(=[O:42])=[O:43])=[CH:45][CH:46]=1, predict the reactants needed to synthesize it. The reactants are: [H-].[Na+].[O:3]1[CH2:8][CH2:7][N:6]([C:9](=[O:18])[CH2:10][C:11]([O:13][C:14]([CH3:17])([CH3:16])[CH3:15])=[O:12])[CH2:5][CH2:4]1.CC1C=CC(S(O[CH2:30][C@@H:31]2[CH2:40][C:39]3[C:34](=[CH:35][CH:36]=[CH:37][CH:38]=3)[CH2:33][N:32]2[S:41]([C:44]2[CH:49]=[CH:48][C:47]([CH3:50])=[CH:46][CH:45]=2)(=[O:43])=[O:42])(=O)=O)=CC=1.[Cl-].[NH4+]. (5) Given the product [OH:1][CH:2]1[CH2:8][CH2:7][CH2:6][N:5]([C:9]([O:11][C:12]([CH3:15])([CH3:14])[CH3:13])=[O:10])[CH2:4][CH2:3]1, predict the reactants needed to synthesize it. The reactants are: [O:1]=[C:2]1[CH2:8][CH2:7][CH2:6][N:5]([C:9]([O:11][C:12]([CH3:15])([CH3:14])[CH3:13])=[O:10])[CH2:4][CH2:3]1.[BH4-].[Na+].